This data is from Full USPTO retrosynthesis dataset with 1.9M reactions from patents (1976-2016). The task is: Predict the reactants needed to synthesize the given product. (1) Given the product [Cl:29][C:30]1[CH:35]=[C:34]([CH2:36][N:6]2[C:2]([CH3:1])=[N:3][C:4]([C:7]3[CH:11]=[C:10]([C:12]4[CH:13]=[CH:14][C:15]([O:18][C:19]([F:22])([F:20])[F:21])=[CH:16][CH:17]=4)[O:9][N:8]=3)=[N:5]2)[CH:33]=[CH:32][N:31]=1, predict the reactants needed to synthesize it. The reactants are: [CH3:1][C:2]1[N:3]=[C:4]([C:7]2[CH:11]=[C:10]([C:12]3[CH:17]=[CH:16][C:15]([O:18][C:19]([F:22])([F:21])[F:20])=[CH:14][CH:13]=3)[O:9][N:8]=2)[NH:5][N:6]=1.C([O-])([O-])=O.[K+].[K+].[Cl:29][C:30]1[CH:35]=[C:34]([CH2:36]Cl)[CH:33]=[CH:32][N:31]=1. (2) Given the product [CH2:3]([O:5][C:6]([C:8]1[NH:9][C:10]([CH2:14][CH2:15][C:16]([OH:18])=[O:17])=[CH:11][C:12]=1[CH3:13])=[O:7])[CH3:4], predict the reactants needed to synthesize it. The reactants are: [OH-].[Li+].[CH2:3]([O:5][C:6]([C:8]1[NH:9][C:10]([CH2:14][CH2:15][C:16]([O:18]C(C)(C)C)=[O:17])=[CH:11][C:12]=1[CH3:13])=[O:7])[CH3:4].C(O)C. (3) The reactants are: [CH3:1][O:2][CH2:3][CH2:4][O:5][C:6]1[CH:7]=[C:8]2[C:20](NC3C=CC=C(C#C)C=3)=NC=N[C:9]2=[CH:10][C:11]=1[O:12][CH2:13][CH2:14][O:15][CH3:16].Cl.[OH:31]C1C=C(C=CC=1O)C=O.COCC. Given the product [CH3:1][O:2][CH2:3][CH2:4][O:5][C:6]1[CH:7]=[C:8]([CH:9]=[CH:10][C:11]=1[O:12][CH2:13][CH2:14][O:15][CH3:16])[CH:20]=[O:31], predict the reactants needed to synthesize it. (4) Given the product [C:16]([C@H:10]1[C@H:11]2[O:15][C@H:14]([CH2:13][CH2:12]2)[C@H:9]1[NH:8][C:6](=[O:7])[O:5][C:1]([CH3:4])([CH3:3])[CH3:2])(=[O:18])[NH2:19], predict the reactants needed to synthesize it. The reactants are: [C:1]([O:5][C:6]([NH:8][C@@H:9]1[C@@H:14]2[O:15][C@@H:11]([CH2:12][CH2:13]2)[C@@H:10]1[C:16]([OH:18])=O)=[O:7])([CH3:4])([CH3:3])[CH3:2].[N:19]1C=CC=CC=1.O(C(OC(C)(C)C)=O)C(OC(C)(C)C)=O. (5) Given the product [F:58][C:59]([F:64])([F:63])[C:60]([OH:62])=[O:61].[Cl:1][C:2]1[CH:24]=[CH:23][C:5]([C:6]([N:8]2[CH2:14][C:13]3[CH:15]=[CH:16][CH:17]=[CH:18][C:12]=3[N:11]([CH2:19][C:20]3[NH:32][C:31]4[CH:30]=[CH:29][N:28]=[CH:27][C:26]=4[CH:21]=3)[C:10](=[O:22])[CH2:9]2)=[O:7])=[CH:4][CH:3]=1, predict the reactants needed to synthesize it. The reactants are: [Cl:1][C:2]1[CH:24]=[CH:23][C:5]([C:6]([N:8]2[CH2:14][C:13]3[CH:15]=[CH:16][CH:17]=[CH:18][C:12]=3[N:11]([CH2:19][C:20]#[CH:21])[C:10](=[O:22])[CH2:9]2)=[O:7])=[CH:4][CH:3]=1.I[C:26]1[CH:27]=[N:28][CH:29]=[CH:30][C:31]=1[NH:32]C(=O)OC(C)(C)C.C(N(CC)CC)C.C1CCN2C(=NCCC2)CC1.[F:58][C:59]([F:64])([F:63])[C:60]([OH:62])=[O:61]. (6) Given the product [Cl:24][C:19]1[CH:20]=[CH:21][CH:22]=[CH:23][C:18]=1[CH2:17][N:11]1[C:12]([OH:16])=[C:13]([C:76]([NH:75][CH2:78][C:79]([OH:81])=[O:80])=[O:77])[C:14](=[O:15])[N:9]([CH2:8][C:3]2[CH:4]=[CH:5][CH:6]=[CH:7][C:2]=2[Cl:1])[C:10]1=[O:25], predict the reactants needed to synthesize it. The reactants are: [Cl:1][C:2]1[CH:7]=[CH:6][CH:5]=[CH:4][C:3]=1[CH2:8][N:9]1[C:14](=[O:15])[CH2:13][C:12](=[O:16])[N:11]([CH2:17][C:18]2[CH:23]=[CH:22][CH:21]=[CH:20][C:19]=2[Cl:24])[C:10]1=[O:25].ClC1C=CC=CC=1CN=C=O.ClC1C=CC=CC=1CN.C(C(C(Cl)=O)C(Cl)=O)C.C1CCN2C(=NCCC2)CC1.C(N(C(C)C)CC)(C)C.[N:75]([CH2:78][C:79]([O:81]CC)=[O:80])=[C:76]=[O:77]. (7) Given the product [CH:1]1([CH:4]([C:18]2[CH:23]=[CH:22][CH:21]=[CH:20][C:19]=2[CH3:24])[NH:5][C:6]([C:8]2[CH:9]=[C:10]3[C:14](=[CH:15][CH:16]=2)[NH:13][N:12]=[C:11]3[C:33]2[CH:34]=[CH:35][C:36]([N:39]3[CH2:42][CH:41]([OH:43])[CH2:40]3)=[CH:37][CH:38]=2)=[O:7])[CH2:3][CH2:2]1, predict the reactants needed to synthesize it. The reactants are: [CH:1]1([CH:4]([C:18]2[CH:23]=[CH:22][CH:21]=[CH:20][C:19]=2[CH3:24])[NH:5][C:6]([C:8]2[CH:9]=[C:10]3[C:14](=[CH:15][CH:16]=2)[NH:13][N:12]=[C:11]3I)=[O:7])[CH2:3][CH2:2]1.CC1(C)C(C)(C)OB([C:33]2[CH:38]=[CH:37][C:36]([N:39]3[CH2:42][CH:41]([OH:43])[CH2:40]3)=[CH:35][CH:34]=2)O1.C([O-])([O-])=O.[Na+].[Na+].C1(C)C=CC=CC=1. (8) Given the product [Cl:18][C:16]1[N:15]=[C:14]([S:19][CH3:20])[N:13]=[C:12]([NH:5][C:22]2[CH:23]=[CH:24][C:25]([C:26]([O:28][CH3:29])=[O:27])=[CH:30][N:21]=2)[CH:17]=1, predict the reactants needed to synthesize it. The reactants are: C[Si]([N-:5][Si](C)(C)C)(C)C.[Na+].Cl[C:12]1[CH:17]=[C:16]([Cl:18])[N:15]=[C:14]([S:19][CH3:20])[N:13]=1.[NH2:21][C:22]1C=[CH:30][C:25]([C:26]([O:28][CH3:29])=[O:27])=[CH:24][CH:23]=1. (9) The reactants are: [Cl:1][C:2]1[CH:11]=[CH:10][CH:9]=[C:8]2[C:3]=1[N:4]=[C:5]([C:21](Cl)=[O:22])[C:6](=[O:20])[N:7]2[C:12]1[CH:17]=[CH:16][C:15]([O:18][CH3:19])=[CH:14][CH:13]=1.[C:24]1(=[O:31])[CH2:29][CH2:28][CH2:27][C:26](=[O:30])[CH2:25]1.C(N(CC)CC)C.CC(C)(O)C#N. Given the product [Cl:1][C:2]1[CH:11]=[CH:10][CH:9]=[C:8]2[C:3]=1[N:4]=[C:5]([C:21]([C:25]1[C:26](=[O:30])[CH2:27][CH2:28][CH2:29][C:24]=1[OH:31])=[O:22])[C:6](=[O:20])[N:7]2[C:12]1[CH:13]=[CH:14][C:15]([O:18][CH3:19])=[CH:16][CH:17]=1, predict the reactants needed to synthesize it.